This data is from Forward reaction prediction with 1.9M reactions from USPTO patents (1976-2016). The task is: Predict the product of the given reaction. Given the reactants [CH:1]1([N:6]2[CH2:12][C:11]([F:14])([F:13])[C:10](=[O:15])[N:9]([CH3:16])[C:8]3[CH:17]=[N:18][C:19]([NH:21][C:22]4[CH:30]=[CH:29][C:25]([C:26](O)=[O:27])=[CH:24][C:23]=4[O:31][CH3:32])=[N:20][C:7]2=3)[CH2:5][CH2:4][CH2:3][CH2:2]1.F[P-](F)(F)(F)(F)F.CN(C(N(C)C)=[N+]1C2C(=NC=CC=2)[N+]([O-])=N1)C.C(N(C(C)C)C(C)C)C.[N:66]1[CH:71]=[CH:70][CH:69]=[CH:68][C:67]=1[CH2:72][NH2:73], predict the reaction product. The product is: [CH:1]1([N:6]2[CH2:12][C:11]([F:14])([F:13])[C:10](=[O:15])[N:9]([CH3:16])[C:8]3[CH:17]=[N:18][C:19]([NH:21][C:22]4[CH:30]=[CH:29][C:25]([C:26]([NH:73][CH2:72][C:67]5[CH:68]=[CH:69][CH:70]=[CH:71][N:66]=5)=[O:27])=[CH:24][C:23]=4[O:31][CH3:32])=[N:20][C:7]2=3)[CH2:5][CH2:4][CH2:3][CH2:2]1.